This data is from Forward reaction prediction with 1.9M reactions from USPTO patents (1976-2016). The task is: Predict the product of the given reaction. (1) The product is: [CH3:21][C:20]([CH3:22])([CH3:23])[C:19](=[O:24])[CH2:18][O:17][C:16]1[CH:25]=[CH:26][C:13]([C:8]([C:5]2[CH:6]=[CH:7][C:2]([NH:1][S:31]([CH2:29][CH3:30])(=[O:33])=[O:32])=[C:3]([CH3:28])[CH:4]=2)([CH2:11][CH3:12])[CH2:9][CH3:10])=[CH:14][C:15]=1[CH3:27]. Given the reactants [NH2:1][C:2]1[CH:7]=[CH:6][C:5]([C:8]([C:13]2[CH:26]=[CH:25][C:16]([O:17][CH2:18][C:19](=[O:24])[C:20]([CH3:23])([CH3:22])[CH3:21])=[C:15]([CH3:27])[CH:14]=2)([CH2:11][CH3:12])[CH2:9][CH3:10])=[CH:4][C:3]=1[CH3:28].[CH2:29]([S:31](Cl)(=[O:33])=[O:32])[CH3:30], predict the reaction product. (2) Given the reactants C1(C2N=NC(NNC(=O)CC3C=C4C(=CC=3)N=CC=C4)=NC=2)C=CC=CC=1.[N+:28]([C:31]1[CH:32]=[C:33]([C:37]2[N:42]=[N:41][C:40]([NH:43][NH:44][C:45](=O)[CH2:46][O:47][C:48]3[C:57]4[C:52](=[CH:53][CH:54]=[CH:55][CH:56]=4)[N:51]=[CH:50][CH:49]=3)=[N:39][CH:38]=2)[CH:34]=[CH:35][CH:36]=1)([O-:30])=[O:29], predict the reaction product. The product is: [N:51]1[C:52]2[C:57](=[CH:56][CH:55]=[CH:54][CH:53]=2)[C:48]([O:47][CH2:46][C:45]2[N:41]3[N:42]=[C:37]([C:33]4[CH:34]=[CH:35][CH:36]=[C:31]([N+:28]([O-:30])=[O:29])[CH:32]=4)[CH:38]=[N:39][C:40]3=[N:43][N:44]=2)=[CH:49][CH:50]=1. (3) The product is: [C:24]([C:23]1[CH:26]=[CH:27][C:20]([O:12][C:8]2[CH:9]=[C:10]([CH3:11])[C:5]3[CH:4]([CH2:13][C:14]([O:16][CH2:17][CH3:18])=[O:15])[O:3][B:2]([OH:1])[C:6]=3[CH:7]=2)=[N:21][CH:22]=1)#[N:25]. Given the reactants [OH:1][B:2]1[C:6]2[CH:7]=[C:8]([OH:12])[CH:9]=[C:10]([CH3:11])[C:5]=2[CH:4]([CH2:13][C:14]([O:16][CH2:17][CH3:18])=[O:15])[O:3]1.Cl[C:20]1[CH:27]=[CH:26][C:23]([C:24]#[N:25])=[CH:22][N:21]=1.C(=O)([O-])[O-].[Cs+].[Cs+], predict the reaction product. (4) Given the reactants Cl[C:2]1[C:7]([CH:8]=[CH:9][C:10]([NH:12][CH2:13][C:14]2[CH:19]=[CH:18][C:17]([NH:20][S:21]([CH3:24])(=[O:23])=[O:22])=[C:16]([F:25])[CH:15]=2)=[O:11])=[CH:6][CH:5]=[C:4]([C:26]([F:29])([F:28])[F:27])[N:3]=1.[O:30]([CH3:32])[Na], predict the reaction product. The product is: [F:25][C:16]1[CH:15]=[C:14]([CH:19]=[CH:18][C:17]=1[NH:20][S:21]([CH3:24])(=[O:23])=[O:22])[CH2:13][NH:12][C:10](=[O:11])[CH:9]=[CH:8][C:7]1[C:2]([O:30][CH3:32])=[N:3][C:4]([C:26]([F:29])([F:28])[F:27])=[CH:5][CH:6]=1. (5) Given the reactants ClC(Cl)(O[C:5](=[O:11])OC(Cl)(Cl)Cl)Cl.[CH:13]([N:16]1[C:20]2[N:21]=[C:22]([C:31]3[CH:36]=[CH:35][C:34]([NH2:37])=[CH:33][CH:32]=3)[N:23]=[C:24]([N:25]3[CH2:30][CH2:29][O:28][CH2:27][CH2:26]3)[C:19]=2[N:18]=[N:17]1)([CH3:15])[CH3:14].[NH4+].[Cl-].CC[N:42](CC)CC, predict the reaction product. The product is: [CH:13]([N:16]1[C:20]2[N:21]=[C:22]([C:31]3[CH:32]=[CH:33][C:34]([NH:37][C:5]([NH2:42])=[O:11])=[CH:35][CH:36]=3)[N:23]=[C:24]([N:25]3[CH2:30][CH2:29][O:28][CH2:27][CH2:26]3)[C:19]=2[N:18]=[N:17]1)([CH3:15])[CH3:14]. (6) The product is: [CH3:19][N:16]1[CH2:17][CH2:18][N:13]([CH:5]([C:6]2[CH:7]=[N:8][C:9]([CH3:12])=[CH:10][CH:11]=2)[C:4]([O-:20])=[O:3])[CH2:14][CH2:15]1.[K+:42]. Given the reactants C([O:3][C:4](=[O:20])[CH:5]([N:13]1[CH2:18][CH2:17][N:16]([CH3:19])[CH2:15][CH2:14]1)[C:6]1[CH:7]=[N:8][C:9]([CH3:12])=[CH:10][CH:11]=1)C.C(C(N1CCN(C)CC1)(C1C=NC(C)=CC=1)C([O-])=O)C.[OH-].[K+:42].O, predict the reaction product.